This data is from Forward reaction prediction with 1.9M reactions from USPTO patents (1976-2016). The task is: Predict the product of the given reaction. (1) The product is: [CH3:1][CH:2]1[CH2:6][C:5]2[C:7]([CH3:19])=[C:8]([N:13]3[CH2:14][CH2:15][N:16]([C:21]4[CH:28]=[CH:27][C:24]([C:25]#[N:26])=[CH:23][CH:22]=4)[CH2:17][CH2:18]3)[C:9]([CH3:12])=[C:10]([CH3:11])[C:4]=2[O:3]1. Given the reactants [CH3:1][CH:2]1[CH2:6][C:5]2[C:7]([CH3:19])=[C:8]([N:13]3[CH2:18][CH2:17][NH:16][CH2:15][CH2:14]3)[C:9]([CH3:12])=[C:10]([CH3:11])[C:4]=2[O:3]1.Br[C:21]1[CH:28]=[CH:27][C:24]([C:25]#[N:26])=[CH:23][CH:22]=1, predict the reaction product. (2) The product is: [NH2:25][C:21]1[O:10][C:11]2[C:19]([CH:8]([C:4]3[CH:5]=[N:6][CH:7]=[C:2]([CH3:1])[CH:3]=3)[C:22]=1[C:23]#[N:24])=[CH:18][CH:17]=[C:16]1[N:15]([CH3:20])[CH:14]=[CH:13][C:12]=21. Given the reactants [CH3:1][C:2]1[CH:3]=[C:4]([CH:8]=O)[CH:5]=[N:6][CH:7]=1.[OH:10][C:11]1[CH:19]=[CH:18][CH:17]=[C:16]2[C:12]=1[CH:13]=[CH:14][N:15]2[CH3:20].[C:21](#[N:25])[CH2:22][C:23]#[N:24].N1CCCCC1, predict the reaction product. (3) Given the reactants [C:9](O[C:9]([O:11][C:12]([CH3:15])([CH3:14])[CH3:13])=[O:10])([O:11][C:12]([CH3:15])([CH3:14])[CH3:13])=[O:10].[Cl:16][C:17]1[N:22]=[C:21]([NH2:23])[N:20]=[C:19]2[N:24]([CH2:35][C:36]3[CH:41]=[CH:40][C:39]([O:42][CH3:43])=[CH:38][CH:37]=3)[N:25]=[C:26]([CH2:27][CH:28]3[CH2:32][O:31][C:30]([CH3:34])([CH3:33])[O:29]3)[C:18]=12, predict the reaction product. The product is: [Cl:16][C:17]1[N:22]=[C:21]([N:23]([C:9]([O:11][C:12]([CH3:13])([CH3:14])[CH3:15])=[O:10])[C:9]([O:11][C:12]([CH3:15])([CH3:14])[CH3:13])=[O:10])[N:20]=[C:19]2[N:24]([CH2:35][C:36]3[CH:37]=[CH:38][C:39]([O:42][CH3:43])=[CH:40][CH:41]=3)[N:25]=[C:26]([CH2:27][CH:28]3[CH2:32][O:31][C:30]([CH3:34])([CH3:33])[O:29]3)[C:18]=12.